Dataset: Catalyst prediction with 721,799 reactions and 888 catalyst types from USPTO. Task: Predict which catalyst facilitates the given reaction. (1) Reactant: [NH2:1][C@@H:2]([C@H:6]([OH:11])[C:7]([CH3:10])([CH3:9])[CH3:8])[C:3]([OH:5])=[O:4].[C:12]([O-:15])(O)=[O:13].[Na+].[C:17]1([CH2:23][CH2:24][CH2:25][CH2:26][CH2:27]C2C(=O)N(C([O-])=O)C=CC=2)[CH:22]=[CH:21][CH:20]=[CH:19][CH:18]=1. Product: [OH:11][C@@H:6]([C:7]([CH3:8])([CH3:10])[CH3:9])[C@@H:2]([NH:1][C:12]([O:15][CH2:27][CH2:26][CH2:25][CH2:24][CH2:23][C:17]1[CH:22]=[CH:21][CH:20]=[CH:19][CH:18]=1)=[O:13])[C:3]([OH:5])=[O:4]. The catalyst class is: 90. (2) Reactant: [CH3:1][O:2][C:3](=[O:14])[CH:4]([C:12]#[N:13])[CH:5]([CH:9]([CH3:11])[CH3:10])[CH2:6][CH2:7][CH3:8].[H-].[Na+].Br[CH2:18][C:19]([O:21][C:22]([CH3:25])([CH3:24])[CH3:23])=[O:20]. Product: [CH3:1][O:2][C:3](=[O:14])[C:4]([C:12]#[N:13])([CH:5]([CH:9]([CH3:11])[CH3:10])[CH2:6][CH2:7][CH3:8])[CH2:18][C:19]([O:21][C:22]([CH3:25])([CH3:24])[CH3:23])=[O:20]. The catalyst class is: 1. (3) Reactant: [O:1]=[C:2]1[C:6]2[CH:7]=[CH:8][CH:9]=[CH:10][C:5]=2[C:4](=[O:11])[N:3]1[CH2:12][CH2:13][CH2:14][S:15]([O:18][CH2:19][C:20]([CH3:35])([CH3:34])[CH:21]([O:24][CH2:25][C:26]1[CH:31]=[CH:30][C:29]([O:32][CH3:33])=[CH:28][CH:27]=1)[CH:22]=C)(=[O:17])=[O:16].O=O.[O:38]=[O+][O-].CSC. Product: [O:1]=[C:2]1[C:6]2[CH:7]=[CH:8][CH:9]=[CH:10][C:5]=2[C:4](=[O:11])[N:3]1[CH2:12][CH2:13][CH2:14][S:15]([O:18][CH2:19][C:20]([CH3:34])([CH3:35])[CH:21]([O:24][CH2:25][C:26]1[CH:27]=[CH:28][C:29]([O:32][CH3:33])=[CH:30][CH:31]=1)[CH:22]=[O:38])(=[O:16])=[O:17]. The catalyst class is: 4. (4) Reactant: Cl.[NH2:2][C@@H:3]([CH2:8][CH2:9][CH2:10][NH:11][C:12]([O:14][C:15]([CH3:18])([CH3:17])[CH3:16])=[O:13])[C:4]([O:6][CH3:7])=[O:5].[F:19][C:20]1[CH:21]=[C:22]([CH:26]([C:35]2[CH:40]=[CH:39][CH:38]=[C:37]([F:41])[CH:36]=2)[C:27]2[S:31][C:30]([C:32](O)=[O:33])=[CH:29][CH:28]=2)[CH:23]=[CH:24][CH:25]=1.C(N(C(C)C)CC)(C)C.CN(C(ON1N=NC2C=CC=CC1=2)=[N+](C)C)C.F[P-](F)(F)(F)(F)F. Product: [F:19][C:20]1[CH:21]=[C:22]([CH:26]([C:35]2[CH:40]=[CH:39][CH:38]=[C:37]([F:41])[CH:36]=2)[C:27]2[S:31][C:30]([C:32]([NH:2][C@@H:3]([CH2:8][CH2:9][CH2:10][NH:11][C:12]([O:14][C:15]([CH3:18])([CH3:17])[CH3:16])=[O:13])[C:4]([O:6][CH3:7])=[O:5])=[O:33])=[CH:29][CH:28]=2)[CH:23]=[CH:24][CH:25]=1. The catalyst class is: 3. (5) Reactant: [CH2:1]([O:3][C:4]([C:6]1[N:11]=[N:10][C:9]([C:12](O)=[O:13])=[CH:8][CH:7]=1)=[O:5])[CH3:2].CN1CCOCC1.ClC(OCC(C)C)=O.[BH4-].[Na+]. Product: [OH:13][CH2:12][C:9]1[N:10]=[N:11][C:6]([C:4]([O:3][CH2:1][CH3:2])=[O:5])=[CH:7][CH:8]=1. The catalyst class is: 762. (6) Reactant: [CH3:1][N:2]([CH:13]1[CH2:18][CH2:17][N:16]([C:19]2[CH:24]=[CH:23][N:22]=[CH:21][CH:20]=2)[C:15](=[O:25])[CH2:14]1)C(=O)OCC1C=CC=CC=1. Product: [CH3:1][NH:2][CH:13]1[CH2:18][CH2:17][N:16]([C:19]2[CH:24]=[CH:23][N:22]=[CH:21][CH:20]=2)[C:15](=[O:25])[CH2:14]1. The catalyst class is: 5.